From a dataset of Catalyst prediction with 721,799 reactions and 888 catalyst types from USPTO. Predict which catalyst facilitates the given reaction. (1) Reactant: [CH:1]([C:4]1[C:9](=[O:10])[N:8]2[N:11]=[CH:12][C:13]([C:14]#[N:15])=[C:7]2[NH:6][C:5]=1[C:16]1[CH:17]=[N:18][NH:19][CH:20]=1)([CH3:3])[CH3:2].Br[CH2:22][CH:23]1[CH2:25][CH2:24]1.C([O-])([O-])=O.[Cs+].[Cs+]. Product: [CH:23]1([CH2:22][N:19]2[CH:20]=[C:16]([C:5]3[NH:6][C:7]4[N:8]([N:11]=[CH:12][C:13]=4[C:14]#[N:15])[C:9](=[O:10])[C:4]=3[CH:1]([CH3:3])[CH3:2])[CH:17]=[N:18]2)[CH2:25][CH2:24]1. The catalyst class is: 3. (2) Reactant: [CH2:1]([C:4]1[S:31][C:7]2[N:8]=[C:9]([N:25]3[CH2:29][CH2:28][C@H:27]([NH2:30])[CH2:26]3)[N:10]=[C:11]([N:12]3[CH2:17][CH2:16][N:15]4[C:18]([C:21]([F:24])([F:23])[F:22])=[N:19][N:20]=[C:14]4[CH2:13]3)[C:6]=2[CH:5]=1)[CH2:2][CH3:3].[C:32](O)(=[O:35])[CH2:33][OH:34].C(Cl)CCl.C1C=CC2N(O)N=NC=2C=1.C(N(C(C)C)CC)(C)C. Product: [OH:35][CH2:32][C:33]([NH:30][C@H:27]1[CH2:28][CH2:29][N:25]([C:9]2[N:10]=[C:11]([N:12]3[CH2:17][CH2:16][N:15]4[C:18]([C:21]([F:22])([F:23])[F:24])=[N:19][N:20]=[C:14]4[CH2:13]3)[C:6]3[CH:5]=[C:4]([CH2:1][CH2:2][CH3:3])[S:31][C:7]=3[N:8]=2)[CH2:26]1)=[O:34]. The catalyst class is: 9. (3) Reactant: [O:1]1[CH2:5][CH2:4][CH:3]([C:6]([OH:8])=[O:7])[CH2:2]1.C([O-])([O-])=O.[K+].[K+].[CH2:15](Br)[C:16]1[CH:21]=[CH:20][CH:19]=[CH:18][CH:17]=1. Product: [CH2:15]([O:7][C:6]([CH:3]1[CH2:4][CH2:5][O:1][CH2:2]1)=[O:8])[C:16]1[CH:21]=[CH:20][CH:19]=[CH:18][CH:17]=1. The catalyst class is: 31.